Predict the product of the given reaction. From a dataset of Forward reaction prediction with 1.9M reactions from USPTO patents (1976-2016). (1) Given the reactants COC(=O)[NH:4][CH:5]1[CH2:10][CH2:9][CH2:8][CH:7]([N:11]2[C:20]3[CH:19]=[CH:18][CH:17]=[C:16]([Cl:21])[C:15]=3[C:14]3=[N:22][O:23][C:24]([CH3:25])=[C:13]3[C:12]2=[O:26])[CH2:6]1.C[Si]([I:32])(C)C.CO, predict the reaction product. The product is: [IH:32].[NH2:4][CH:5]1[CH2:10][CH2:9][CH2:8][CH:7]([N:11]2[C:20]3[CH:19]=[CH:18][CH:17]=[C:16]([Cl:21])[C:15]=3[C:14]3=[N:22][O:23][C:24]([CH3:25])=[C:13]3[C:12]2=[O:26])[CH2:6]1. (2) The product is: [C:15]([NH:14][C:11]1[N:9]2[CH:10]=[C:5]([C:3]([O-:4])=[O:2])[CH:6]=[CH:7][C:8]2=[N:13][CH:12]=1)([CH3:18])([CH3:16])[CH3:17].[Na+:20]. Given the reactants C[O:2][C:3]([C:5]1[CH:6]=[CH:7][C:8]2[N:9]([C:11]([NH:14][C:15]([CH3:18])([CH3:17])[CH3:16])=[CH:12][N:13]=2)[CH:10]=1)=[O:4].[OH-].[Na+:20], predict the reaction product. (3) Given the reactants [Cl:1][C:2]1[CH:8]=[CH:7][CH:6]=[C:5]([Cl:9])[C:3]=1[NH2:4].Cl.N([O-])=O.[Na+].[N-:15]=[N+:16]=[N-].[Na+], predict the reaction product. The product is: [N:4]([C:3]1[C:2]([Cl:1])=[CH:8][CH:7]=[CH:6][C:5]=1[Cl:9])=[N+:15]=[N-:16].